This data is from Peptide-MHC class II binding affinity with 134,281 pairs from IEDB. The task is: Regression. Given a peptide amino acid sequence and an MHC pseudo amino acid sequence, predict their binding affinity value. This is MHC class II binding data. (1) The peptide sequence is DFREFSRAKGLNQEI. The MHC is HLA-DPA10103-DPB10401 with pseudo-sequence HLA-DPA10103-DPB10401. The binding affinity (normalized) is 0.223. (2) The peptide sequence is RRTGNIQIRLPWYSY. The MHC is DRB4_0101 with pseudo-sequence DRB4_0103. The binding affinity (normalized) is 0.739.